From a dataset of Catalyst prediction with 721,799 reactions and 888 catalyst types from USPTO. Predict which catalyst facilitates the given reaction. (1) Reactant: [CH2:1]([O:4][CH2:5][CH:6]=O)[CH:2]=[CH2:3].[C:8]1([C@@H:14]2[NH:19][CH2:18][C:17](=[O:20])[O:16][CH2:15]2)[CH:13]=[CH:12][CH:11]=[CH:10][CH:9]=1.O. Product: [C:8]1([C@H:14]2[CH2:15][O:16][C:17](=[O:20])[C@@H:18]3[CH2:3][C@H:2]4[CH2:1][O:4][CH2:5][C@H:6]4[N:19]23)[CH:9]=[CH:10][CH:11]=[CH:12][CH:13]=1. The catalyst class is: 48. (2) The catalyst class is: 11. Product: [CH2:1]([N:3]1[C:15]2[CH:14]=[CH:13][C:12]([NH:16][C:25](=[O:26])[CH2:24][CH2:23][CH2:22][CH2:21][OH:27])=[CH:11][C:10]=2[C:9]2[C:4]1=[CH:5][CH:6]=[CH:7][CH:8]=2)[CH3:2]. Reactant: [CH2:1]([N:3]1[C:15]2[CH:14]=[CH:13][C:12]([NH2:16])=[CH:11][C:10]=2[C:9]2[C:4]1=[CH:5][CH:6]=[CH:7][CH:8]=2)[CH3:2].C[Al](C)C.[C:21]1(=[O:27])[O:26][CH2:25][CH2:24][CH2:23][CH2:22]1.Cl. (3) Reactant: P(Br)(Br)[Br:2].CN(C)[CH:7]=[O:8].[F:10][C:11]1[CH:12]=[C:13]2[C:18](=[CH:19][C:20]=1[F:21])[CH2:17][C:16](=O)[CH2:15][CH2:14]2.C(=O)(O)[O-].[Na+]. Product: [Br:2][C:16]1[CH2:15][CH2:14][C:13]2[C:18](=[CH:19][C:20]([F:21])=[C:11]([F:10])[CH:12]=2)[C:17]=1[CH:7]=[O:8]. The catalyst class is: 22. (4) Reactant: [F:1][C:2]1[C:8]([F:9])=[CH:7][CH:6]=[CH:5][C:3]=1[NH2:4].[Br:10]Br. Product: [Br:10][C:7]1[CH:6]=[CH:5][C:3]([NH2:4])=[C:2]([F:1])[C:8]=1[F:9]. The catalyst class is: 52. (5) Reactant: [CH3:1][O:2][C:3](=[O:17])[C:4]1[CH:9]=[CH:8][CH:7]=[C:6]([C:10]2[N:11]=[CH:12][S:13][C:14]=2[CH2:15]Br)[CH:5]=1.CC([O-])=[O:20].[K+].CO.C[O-].[Na+]. Product: [CH3:1][O:2][C:3](=[O:17])[C:4]1[CH:9]=[CH:8][CH:7]=[C:6]([C:10]2[N:11]=[CH:12][S:13][C:14]=2[CH2:15][OH:20])[CH:5]=1. The catalyst class is: 3. (6) Reactant: Cl.[NH2:2][CH:3]1[CH2:8][CH2:7][N:6]([C:9]([O:11][C:12]([CH3:15])([CH3:14])[CH3:13])=[O:10])[CH2:5][CH2:4]1.CCN(CC)CC.[Br:23][C:24]1[CH:31]=[CH:30][C:27]([CH:28]=O)=[CH:26][CH:25]=1.[BH4-].[Na+]. Product: [C:12]([O:11][C:9]([N:6]1[CH2:5][CH2:4][CH:3]([NH:2][CH2:28][C:27]2[CH:30]=[CH:31][C:24]([Br:23])=[CH:25][CH:26]=2)[CH2:8][CH2:7]1)=[O:10])([CH3:15])([CH3:14])[CH3:13]. The catalyst class is: 5. (7) Reactant: Cl.[NH2:2][CH2:3][CH2:4][NH:5][C:6]([C:8]1[C:9]([C:19]([F:22])([F:21])[F:20])=[N:10][N:11]([C:13]2[CH:18]=[CH:17][CH:16]=[CH:15][CH:14]=2)[CH:12]=1)=[O:7].[C:23]([O:27][C:28]([N:30]1[CH2:35][CH2:34][CH2:33][CH:32]([C:36](O)=[O:37])[CH2:31]1)=[O:29])([CH3:26])([CH3:25])[CH3:24].CCN=C=NCCCN(C)C.Cl.C1C=CC2N(O)N=NC=2C=1.O.C(N(CC)CC)C. Product: [C:13]1([N:11]2[CH:12]=[C:8]([C:6]([NH:5][CH2:4][CH2:3][NH:2][C:36]([CH:32]3[CH2:33][CH2:34][CH2:35][N:30]([C:28]([O:27][C:23]([CH3:26])([CH3:25])[CH3:24])=[O:29])[CH2:31]3)=[O:37])=[O:7])[C:9]([C:19]([F:21])([F:22])[F:20])=[N:10]2)[CH:18]=[CH:17][CH:16]=[CH:15][CH:14]=1. The catalyst class is: 2. (8) The catalyst class is: 406. Product: [CH3:1][C:2]1[S:6][C:5]([C:7]2[C:8]([NH2:14])=[C:9]([NH2:13])[CH:10]=[N:11][CH:12]=2)=[CH:4][CH:3]=1. Reactant: [CH3:1][C:2]1[S:6][C:5]([C:7]2[C:8]([N+:14]([O-])=O)=[C:9]([NH2:13])[CH:10]=[N:11][CH:12]=2)=[CH:4][CH:3]=1.[NH4+].[Cl-]. (9) Reactant: [CH3:1][O:2][C:3]([C:5]1[CH:10]=[C:9](Br)[CH:8]=[CH:7][N:6]=1)=[O:4].C(=O)([O-])[O-].[Cs+].[Cs+].[CH3:18][NH:19][CH2:20][C:21]1[CH:26]=[CH:25][CH:24]=[CH:23][CH:22]=1.C1C=CC(P(C2C(C3C(P(C4C=CC=CC=4)C4C=CC=CC=4)=CC=C4C=3C=CC=C4)=C3C(C=CC=C3)=CC=2)C2C=CC=CC=2)=CC=1. Product: [CH3:1][O:2][C:3]([C:5]1[CH:10]=[C:9]([N:19]([CH2:20][C:21]2[CH:26]=[CH:25][CH:24]=[CH:23][CH:22]=2)[CH3:18])[CH:8]=[CH:7][N:6]=1)=[O:4]. The catalyst class is: 164.